From a dataset of Forward reaction prediction with 1.9M reactions from USPTO patents (1976-2016). Predict the product of the given reaction. The product is: [CH2:1]([O:3][C:4]1[CH:21]=[CH:20][CH:19]=[CH:18][C:5]=1[O:6][C@@H:7]([C:12]1[CH:13]=[CH:14][CH:15]=[CH:16][CH:17]=1)[C@H:8]([O:11][S:28]([CH3:27])(=[O:30])=[O:29])[CH2:9][OH:10])[CH3:2]. Given the reactants [CH2:1]([O:3][C:4]1[CH:21]=[CH:20][CH:19]=[CH:18][C:5]=1[O:6][C@@H:7]([C:12]1[CH:17]=[CH:16][CH:15]=[CH:14][CH:13]=1)[C@H:8]([OH:11])[CH2:9][OH:10])[CH3:2].C[Si](Cl)(C)C.[CH3:27][S:28](Cl)(=[O:30])=[O:29].Cl, predict the reaction product.